From a dataset of Full USPTO retrosynthesis dataset with 1.9M reactions from patents (1976-2016). Predict the reactants needed to synthesize the given product. (1) Given the product [CH2:30]([O:29][C:27]([C:26]1[CH:13]([C:14]2[CH:19]=[CH:18][C:17]([N+:20]([O-:22])=[O:21])=[CH:16][CH:15]=2)[C:7]([C:6]([O:5][CH2:4][CH2:3][C:1]#[N:2])=[O:23])=[C:8]([CH2:9][CH2:10][CH3:11])[NH:24][C:25]=1[CH2:37][CH2:38][CH3:39])=[O:28])[C:31]1[CH:36]=[CH:35][CH:34]=[CH:33][CH:32]=1, predict the reactants needed to synthesize it. The reactants are: [C:1]([CH2:3][CH2:4][O:5][C:6](=[O:23])[C:7](=[CH:13][C:14]1[CH:19]=[CH:18][C:17]([N+:20]([O-:22])=[O:21])=[CH:16][CH:15]=1)[C:8](=O)[CH2:9][CH2:10][CH3:11])#[N:2].[NH2:24][C:25]([CH2:37][CH2:38][CH3:39])=[CH:26][C:27]([O:29][CH2:30][C:31]1[CH:36]=[CH:35][CH:34]=[CH:33][CH:32]=1)=[O:28]. (2) Given the product [OH:6][C@@H:7]1[C:30]2=[CH:29][CH:28]=[C:27]([CH:32]=[CH:31]2)[CH:26]=[CH:25][CH2:24][CH2:23][O:22][C:21](=[O:33])[C@H:20]2[NH:34][N:16]([CH2:17][CH2:18][CH2:19]2)[C:15](=[O:35])[C@H:14]([CH2:36][C:37]2[CH:42]=[CH:41][CH:40]=[C:39]([OH:43])[CH:38]=2)[NH:13][C:12](=[O:51])[C@H:11]([CH:52]([CH3:53])[CH3:54])[NH:10][C:9](=[O:55])[C@@H:8]1[CH3:56], predict the reactants needed to synthesize it. The reactants are: C([Si](C)(C)[O:6][C@@H:7]1[C:30]2=[CH:31][CH:32]=[C:27]([CH:28]=[CH:29]2)[CH:26]=[CH:25][CH2:24][CH2:23][O:22][C:21](=[O:33])[C@H:20]2[NH:34][N:16]([CH2:17][CH2:18][CH2:19]2)[C:15](=[O:35])[C@H:14]([CH2:36][C:37]2[CH:42]=[CH:41][CH:40]=[C:39]([O:43][Si](C(C)(C)C)(C)C)[CH:38]=2)[NH:13][C:12](=[O:51])[C@H:11]([CH:52]([CH3:54])[CH3:53])[NH:10][C:9](=[O:55])[C@@H:8]1[CH3:56])(C)(C)C.[F-].C([N+](CCCC)(CCCC)CCCC)CCC.C(=O)(O)[O-].[Na+]. (3) Given the product [C:43]([O:47][C:48]([NH:50][C@@H:51]([CH2:58][S:59][S:60][C:61]([CH3:64])([CH3:63])[CH3:62])[C:52]([O:42][C@H:27]1[C@@H:28]([OH:41])[C@H:29]([N:31]2[CH:32]=[N:33][C:34]3[C:35]2=[N:36][CH:37]=[N:38][C:39]=3[NH2:40])[O:30][C@@H:26]1[CH2:25][O:24][P:21]([O:20][C@H:2]1[CH2:1][C@H:5]([N:6]2[CH:7]=[CH:8][C:9]([NH2:13])=[N:10][C:11]2=[O:12])[O:4][C@@H:3]1[CH2:14][O:15][P:16]([OH:18])([OH:19])=[O:17])([OH:23])=[O:22])=[O:53])=[O:49])([CH3:46])([CH3:45])[CH3:44], predict the reactants needed to synthesize it. The reactants are: [CH2:1]1[C@H:5]([N:6]2[C:11](=[O:12])[N:10]=[C:9]([NH2:13])[CH:8]=[CH:7]2)[O:4][C@H:3]([CH2:14][O:15][P:16]([OH:19])([OH:18])=[O:17])[C@H:2]1[O:20][P:21]([O:24][CH2:25][C@H:26]1[O:30][C@@H:29]([N:31]2[C:35]3[N:36]=[CH:37][N:38]=[C:39]([NH2:40])[C:34]=3[N:33]=[CH:32]2)[C@H:28]([OH:41])[C@@H:27]1[OH:42])([OH:23])=[O:22].[C:43]([O:47][C:48]([NH:50][C@@H:51]([CH2:58][S:59][S:60][C:61]([CH3:64])([CH3:63])[CH3:62])[C:52](OCC#N)=[O:53])=[O:49])([CH3:46])([CH3:45])[CH3:44]. (4) Given the product [F:1][C:2]1[CH:7]=[CH:6][CH:5]=[C:4]([F:8])[C:3]=1[C:9]1[C:18]2[CH:17]=[C:16]([C:19]3[CH:23]=[N:22][NH:21][N:20]=3)[CH:15]=[CH:14][C:13]=2[C:12]2[NH:24][N:25]=[C:26]([NH:27][CH:28]3[CH2:29][CH2:30][N:31]([S:34]([CH3:37])(=[O:36])=[O:35])[CH2:32][CH2:33]3)[C:11]=2[N:10]=1, predict the reactants needed to synthesize it. The reactants are: [F:1][C:2]1[CH:7]=[CH:6][CH:5]=[C:4]([F:8])[C:3]=1[C:9]1[C:18]2[CH:17]=[C:16]([C:19]3[CH:23]=[N:22][NH:21][N:20]=3)[CH:15]=[CH:14][C:13]=2[C:12]2=[N:24][N:25](COCC[Si](C)(C)C)[C:26]([NH:27][CH:28]3[CH2:33][CH2:32][N:31]([S:34]([CH3:37])(=[O:36])=[O:35])[CH2:30][CH2:29]3)=[C:11]2[N:10]=1.C(Cl)Cl.C(O)(C(F)(F)F)=O.N. (5) Given the product [C:1]([O:5][C:6]([NH:8][CH2:9][C@H:10]1[CH2:15][CH2:14][C@H:13]([C:16]([NH:18][C@H:19]([C:20](=[O:21])[NH:53][C:54]2[CH:63]=[CH:62][C:57]3[NH:58][C:59](=[O:61])[O:60][C:56]=3[CH:55]=2)[CH2:23][C:24]2[CH:29]=[CH:28][C:27]([C:30]3[CH:35]=[CH:34][C:33]([C:36]([NH:37][CH:38]4[CH2:39][CH2:40][N:41]([C:44]([O:46][C:47]([CH3:50])([CH3:49])[CH3:48])=[O:45])[CH2:42][CH2:43]4)=[O:51])=[CH:32][C:31]=3[CH3:52])=[CH:26][CH:25]=2)=[O:17])[CH2:12][CH2:11]1)=[O:7])([CH3:3])([CH3:2])[CH3:4], predict the reactants needed to synthesize it. The reactants are: [C:1]([O:5][C:6]([NH:8][CH2:9][C@H:10]1[CH2:15][CH2:14][C@H:13]([C:16]([NH:18][C@@H:19]([CH2:23][C:24]2[CH:29]=[CH:28][C:27]([C:30]3[CH:35]=[CH:34][C:33]([C:36](=[O:51])[NH:37][CH:38]4[CH2:43][CH2:42][N:41]([C:44]([O:46][C:47]([CH3:50])([CH3:49])[CH3:48])=[O:45])[CH2:40][CH2:39]4)=[CH:32][C:31]=3[CH3:52])=[CH:26][CH:25]=2)[C:20](O)=[O:21])=[O:17])[CH2:12][CH2:11]1)=[O:7])([CH3:4])([CH3:3])[CH3:2].[NH2:53][C:54]1[CH:63]=[CH:62][C:57]2[NH:58][C:59](=[O:61])[O:60][C:56]=2[CH:55]=1.C(N(CC)C(C)C)(C)C.F[P-](F)(F)(F)(F)F.CN(C(ON1C2=NC=CC=C2N=N1)=[N+](C)C)C. (6) Given the product [C:39]([C:36]1[CH:37]=[CH:38][C:33]([N:30]2[CH2:31][CH2:32][CH:27]([C:25]([OH:26])=[O:62])[CH2:28][CH2:29]2)=[N:34][CH:35]=1)#[N:40].[Cl:1][C:2]1[CH:7]=[CH:6][C:5]([C@@H:8]2[C@@H:13]([C@@H:14]([O:16][C:17]3[CH:22]=[CH:21][C:20]([C:71]([F:80])([F:79])[F:70])=[CH:19][CH:18]=3)[CH3:15])[CH2:12][CH2:11][N:10]([C:25]([CH:27]3[CH2:28][CH2:29][N:30]([C:33]4[CH:38]=[CH:37][C:36]([C:39]#[N:40])=[CH:35][N:34]=4)[CH2:31][CH2:32]3)=[O:26])[CH2:9]2)=[CH:4][CH:3]=1, predict the reactants needed to synthesize it. The reactants are: [Cl:1][C:2]1[CH:7]=[CH:6][C:5]([C@@H:8]2[C@@H:13]([C@@H:14]([O:16][C:17]3[CH:22]=[CH:21][C:20](Cl)=[C:19](Cl)[CH:18]=3)[CH3:15])[CH2:12][CH2:11][N:10]([C:25]([CH:27]3[CH2:32][CH2:31][N:30]([C:33]4[CH:38]=[CH:37][C:36]([C:39]#[N:40])=[CH:35][N:34]=4)[CH2:29][CH2:28]3)=[O:26])[CH2:9]2)=[CH:4][CH:3]=1.N1CCCCC1.C(N1CC[C@H]([C@H]([OH:62])C)[C@@H](C2C=CC(Cl)=CC=2)C1)C1C=CC=CC=1.[F:70][C:71]([F:80])([F:79])C1C=CC(O)=CC=1.ClC(OC(Cl)=O)C.CCN(C(C)C)C(C)C. (7) Given the product [N:10]1[C:2]([O:40][CH2:39][C:38]2[C:29]([C:24]3[CH:25]=[CH:26][CH:27]=[CH:28][C:23]=3[O:22][CH3:21])=[N:30][C:31]3[C:36]([CH:37]=2)=[CH:35][CH:34]=[CH:33][C:32]=3[CH3:41])=[C:3]2[C:7]([NH:6][CH:5]=[N:4]2)=[N:8][CH:9]=1, predict the reactants needed to synthesize it. The reactants are: Cl[C:2]1[N:10]=[CH:9][N:8]=[C:7]2[C:3]=1[NH:4][CH:5]=[N:6]2.C1N2CCN(CC2)C1.[H-].[Na+].[CH3:21][O:22][C:23]1[CH:28]=[CH:27][CH:26]=[CH:25][C:24]=1[C:29]1[C:38]([CH2:39][OH:40])=[CH:37][C:36]2[C:31](=[C:32]([CH3:41])[CH:33]=[CH:34][CH:35]=2)[N:30]=1.N1C=C2C(N=CN2)=NC=1.C1N2CCN(CC2)C1. (8) Given the product [CH2:1]([N:8]1[C:13]2[N:14]=[C:15]([S:19][CH3:20])[N:16]=[C:17]([NH:35][NH2:36])[C:12]=2[C:11](=[O:21])[CH:10]([C:22]([O:24][CH2:25][CH3:26])=[O:23])[CH2:9]1)[C:2]1[CH:7]=[CH:6][CH:5]=[CH:4][CH:3]=1, predict the reactants needed to synthesize it. The reactants are: [CH2:1]([N:8]1[C:13]2[N:14]=[C:15]([S:19][CH3:20])[N:16]=[C:17](Cl)[C:12]=2[C:11](=[O:21])[CH:10]([C:22]([O:24][CH2:25][CH3:26])=[O:23])[CH2:9]1)[C:2]1[CH:7]=[CH:6][CH:5]=[CH:4][CH:3]=1.C(N(CC)CC)C.O.[NH2:35][NH2:36].